From a dataset of Full USPTO retrosynthesis dataset with 1.9M reactions from patents (1976-2016). Predict the reactants needed to synthesize the given product. (1) Given the product [CH3:45][O:44][C:43](=[O:46])[NH:42][C@@H:33]1[CH:32]2[C:31](=[O:47])[CH2:30][C@H:29]([C:27]3[NH:28][C:24]([C:21]4[CH:22]=[CH:23][C:18]([C:15]5[CH:14]=[CH:13][C:12]([C:9]6[NH:8][C:7]([C@@H:2]7[CH2:3][O:4][CH2:5][CH2:6][N:1]7[C:54](=[O:55])[C@@H:53]([NH:52][C:50]([O:49][CH3:48])=[O:51])[CH:57]([CH3:59])[CH3:58])=[N:11][CH:10]=6)=[CH:17][CH:16]=5)=[CH:19][CH:20]=4)=[CH:25][N:26]=3)[CH2:41][N:39]3[C:40]2=[C:36]([CH:37]=[CH:38]3)[CH2:35][CH2:34]1, predict the reactants needed to synthesize it. The reactants are: [NH:1]1[CH2:6][CH2:5][O:4][CH2:3][C@H:2]1[C:7]1[NH:8][C:9]([C:12]2[CH:17]=[CH:16][C:15]([C:18]3[CH:23]=[CH:22][C:21]([C:24]4[NH:28][C:27]([C@@H:29]5[CH2:41][N:39]6[C:40]7[CH:32]([C@@H:33]([NH:42][C:43](=[O:46])[O:44][CH3:45])[CH2:34][CH2:35][C:36]=7[CH:37]=[CH:38]6)[C:31](=[O:47])[CH2:30]5)=[N:26][CH:25]=4)=[CH:20][CH:19]=3)=[CH:14][CH:13]=2)=[CH:10][N:11]=1.[CH3:48][O:49][C:50]([NH:52][C@@H:53]([CH:57]([CH3:59])[CH3:58])[C:54](O)=[O:55])=[O:51].CCN(C(C)C)C(C)C.CN(C(ON1N=NC2C=CC=NC1=2)=[N+](C)C)C.F[P-](F)(F)(F)(F)F. (2) Given the product [Cl:35][C:36]1[N:43]=[CH:42][C:41]([CH2:44][NH:25][C:24]2[C:23]([F:22])=[C:29]([O:30][CH3:31])[CH:28]=[C:27]([O:32][CH3:33])[C:26]=2[F:34])=[C:40]([Cl:46])[C:37]=1[C:38]#[N:39], predict the reactants needed to synthesize it. The reactants are: C(O[BH-](OC(=O)C)OC(=O)C)(=O)C.[Na+].FC(F)(F)C(O)=O.[F:22][C:23]1[C:29]([O:30][CH3:31])=[CH:28][C:27]([O:32][CH3:33])=[C:26]([F:34])[C:24]=1[NH2:25].[Cl:35][C:36]1[N:43]=[CH:42][C:41]([CH:44]=O)=[C:40]([Cl:46])[C:37]=1[C:38]#[N:39].C([O-])(O)=O.[Na+]. (3) Given the product [C:22]([O:26][C:27](=[O:34])[NH:28][C@@H:29]1[CH2:33][CH2:32][N:31]([CH2:18][C:16]2[CH:15]=[N:14][CH:13]=[C:12]([C:7]3[N:8]([CH3:11])[C:9]4[C:5]([C:6]=3[C:20]#[N:21])=[CH:4][CH:3]=[C:2]([Cl:1])[CH:10]=4)[CH:17]=2)[CH2:30]1)([CH3:25])([CH3:23])[CH3:24], predict the reactants needed to synthesize it. The reactants are: [Cl:1][C:2]1[CH:10]=[C:9]2[C:5]([C:6]([C:20]#[N:21])=[C:7]([C:12]3[CH:13]=[N:14][CH:15]=[C:16]([CH:18]=O)[CH:17]=3)[N:8]2[CH3:11])=[CH:4][CH:3]=1.[C:22]([O:26][C:27](=[O:34])[NH:28][C@@H:29]1[CH2:33][CH2:32][NH:31][CH2:30]1)([CH3:25])([CH3:24])[CH3:23].